From a dataset of Peptide-MHC class II binding affinity with 134,281 pairs from IEDB. Regression. Given a peptide amino acid sequence and an MHC pseudo amino acid sequence, predict their binding affinity value. This is MHC class II binding data. (1) The peptide sequence is QQIKFAALSARAVAL. The MHC is HLA-DQA10301-DQB10302 with pseudo-sequence HLA-DQA10301-DQB10302. The binding affinity (normalized) is 0.356. (2) The peptide sequence is AGGLLEQAAAVEEAS. The MHC is HLA-DQA10501-DQB10201 with pseudo-sequence HLA-DQA10501-DQB10201. The binding affinity (normalized) is 0.324. (3) The peptide sequence is EKKYVAATQFEPLAA. The MHC is DRB1_0701 with pseudo-sequence DRB1_0701. The binding affinity (normalized) is 0.621. (4) The peptide sequence is LLGLLAPLASAQLSR. The MHC is DRB1_1302 with pseudo-sequence DRB1_1302. The binding affinity (normalized) is 0.488. (5) The peptide sequence is CKDIKLSDISLKLTS. The MHC is HLA-DQA10301-DQB10302 with pseudo-sequence HLA-DQA10301-DQB10302. The binding affinity (normalized) is 0.181.